From a dataset of Full USPTO retrosynthesis dataset with 1.9M reactions from patents (1976-2016). Predict the reactants needed to synthesize the given product. (1) Given the product [C:12]([O:16][C:17]([N:5]1[CH2:6][CH2:7][CH2:8][C:2](=[O:1])[CH2:3][CH2:4]1)=[O:18])([CH3:15])([CH3:14])[CH3:13], predict the reactants needed to synthesize it. The reactants are: [O:1]=[C:2]1[CH2:8][CH2:7][CH2:6][NH:5][CH2:4][CH2:3]1.Cl.[OH-].[Na+].[C:12]([O:16][C:17](OC([O-])=O)=[O:18])([CH3:15])([CH3:14])[CH3:13]. (2) Given the product [F:3][C:4]1[CH:9]=[C:8]([O:10][CH3:11])[C:7]([O:12][CH3:13])=[CH:6][C:5]=1[CH:14]([NH:17][C:18]1[CH:19]=[CH:20][C:21]([C:24]2[N:28]=[C:27]([CH3:29])[O:26][N:25]=2)=[CH:22][CH:23]=1)[C:15]([NH2:16])=[S:2], predict the reactants needed to synthesize it. The reactants are: [NH4+]=[S:2].[F:3][C:4]1[CH:9]=[C:8]([O:10][CH3:11])[C:7]([O:12][CH3:13])=[CH:6][C:5]=1[CH:14]([NH:17][C:18]1[CH:23]=[CH:22][C:21]([C:24]2[N:28]=[C:27]([CH3:29])[O:26][N:25]=2)=[CH:20][CH:19]=1)[C:15]#[N:16].O1CCCC1.C(OCC)(=O)C. (3) Given the product [Cl:8][C:6]1[CH:5]=[CH:4][N:3]2[CH:15]=[C:14]([C:13]3[CH:18]=[CH:19][C:10]([Cl:9])=[CH:11][CH:12]=3)[N:1]=[C:2]2[CH:7]=1, predict the reactants needed to synthesize it. The reactants are: [NH2:1][C:2]1[CH:7]=[C:6]([Cl:8])[CH:5]=[CH:4][N:3]=1.[Cl:9][C:10]1[CH:19]=[CH:18][C:13]([C:14](=O)[CH2:15]Br)=[CH:12][CH:11]=1.[OH-].[Na+]. (4) Given the product [Br:27][C:20]1[C:21]([O:25][CH3:26])=[N:22][CH:23]=[CH:24][C:19]=1[NH:18][CH:11]=[C:6]1[C:7](=[O:8])[O:9][C:2]([CH3:10])([CH3:1])[O:3][C:4]1=[O:5], predict the reactants needed to synthesize it. The reactants are: [CH3:1][C:2]1([CH3:10])[O:9][C:7](=[O:8])[CH2:6][C:4](=[O:5])[O:3]1.[CH:11](OC)(OC)OC.[NH2:18][C:19]1[CH:24]=[CH:23][N:22]=[C:21]([O:25][CH3:26])[C:20]=1[Br:27]. (5) Given the product [O:8]1[CH2:9][CH2:10][N:11]([C:14]2[C:15]3[N:16]([CH:27]=[C:28]([CH2:30][CH2:31][C:32]4[CH:41]=[CH:40][C:39]5[C:34](=[CH:35][CH:36]=[CH:37][CH:38]=5)[N:33]=4)[N:29]=3)[C:17]([C:20]3[CH:26]=[CH:25][C:23]([NH:24][C:47]([NH:46][S:43]([CH3:42])(=[O:45])=[O:44])=[O:48])=[CH:22][CH:21]=3)=[CH:18][N:19]=2)[CH2:12][CH2:13]1, predict the reactants needed to synthesize it. The reactants are: FC(F)(F)C(O)=O.[O:8]1[CH2:13][CH2:12][N:11]([C:14]2[C:15]3[N:16]([CH:27]=[C:28]([CH2:30][CH2:31][C:32]4[CH:41]=[CH:40][C:39]5[C:34](=[CH:35][CH:36]=[CH:37][CH:38]=5)[N:33]=4)[N:29]=3)[C:17]([C:20]3[CH:26]=[CH:25][C:23]([NH2:24])=[CH:22][CH:21]=3)=[CH:18][N:19]=2)[CH2:10][CH2:9]1.[CH3:42][S:43]([NH:46][C:47](=O)[O:48]CC)(=[O:45])=[O:44].CCN(C(C)C)C(C)C. (6) Given the product [CH3:1][O:2][C:3]1[CH:4]=[C:5]2[C:10](=[CH:11][C:12]=1[O:13][CH3:14])[N:9]=[CH:8][CH:7]=[C:6]2[O:15][C:16]1[CH:17]=[C:18]2[C:23](=[CH:24][CH:25]=1)[CH:22]=[C:21]([NH:26][C:27]([C:29]1[C:30]([O:46][CH2:45][CH2:44][N:43]([CH3:47])[CH3:42])=[N:31][CH:32]=[CH:33][CH:34]=1)=[O:28])[CH:20]=[CH:19]2, predict the reactants needed to synthesize it. The reactants are: [CH3:1][O:2][C:3]1[CH:4]=[C:5]2[C:10](=[CH:11][C:12]=1[O:13][CH3:14])[N:9]=[CH:8][CH:7]=[C:6]2[O:15][C:16]1[CH:17]=[C:18]2[C:23](=[CH:24][CH:25]=1)[CH:22]=[C:21]([NH:26][C:27]([C:29]1[C:30](F)=[N:31][CH:32]=[CH:33][CH:34]=1)=[O:28])[CH:20]=[CH:19]2.C([O-])([O-])=O.[K+].[K+].[CH3:42][N:43]([CH3:47])[CH2:44][CH2:45][OH:46]. (7) Given the product [OH:25][NH:24][C:19]([C:14]1[CH:15]=[C:16]2[C:11](=[CH:12][CH:13]=1)[CH2:10][N:9]([C:7]([C:3]1[N:2]([CH3:1])[CH:6]=[CH:5][CH:4]=1)=[O:8])[CH2:18][CH2:17]2)=[O:21], predict the reactants needed to synthesize it. The reactants are: [CH3:1][N:2]1[CH:6]=[CH:5][CH:4]=[C:3]1[C:7]([N:9]1[CH2:18][CH2:17][C:16]2[C:11](=[CH:12][CH:13]=[C:14]([C:19]([O:21]C)=O)[CH:15]=2)[CH2:10]1)=[O:8].[K].[NH2:24][OH:25].C(O)(=O)C. (8) Given the product [OH:1][C:2]1[C:3]([C:23]([NH:25][CH2:26][C:27]([OH:29])=[O:28])=[O:24])=[C:4]2[C:9](=[CH:10][C:11]=1[C:12]1[S:13][CH:14]=[CH:15][CH:16]=1)[N:8]=[C:7]([C:17]1[CH:22]=[CH:21][CH:20]=[CH:19][CH:18]=1)[CH:6]=[N:5]2, predict the reactants needed to synthesize it. The reactants are: [OH:1][C:2]1[C:3]([C:23]([NH:25][CH2:26][C:27]([O:29]CC)=[O:28])=[O:24])=[C:4]2[C:9](=[CH:10][C:11]=1[C:12]1[S:13][CH:14]=[CH:15][CH:16]=1)[N:8]=[C:7]([C:17]1[CH:22]=[CH:21][CH:20]=[CH:19][CH:18]=1)[CH:6]=[N:5]2.[OH-].[Na+].